This data is from Peptide-MHC class II binding affinity with 134,281 pairs from IEDB. The task is: Regression. Given a peptide amino acid sequence and an MHC pseudo amino acid sequence, predict their binding affinity value. This is MHC class II binding data. (1) The peptide sequence is KEIYNYMEPYVSKNP. The MHC is HLA-DQA10501-DQB10301 with pseudo-sequence HLA-DQA10501-DQB10301. The binding affinity (normalized) is 0.425. (2) The peptide sequence is IQARAAALAFEQAYA. The MHC is HLA-DQA10301-DQB10302 with pseudo-sequence HLA-DQA10301-DQB10302. The binding affinity (normalized) is 0.200.